This data is from NCI-60 drug combinations with 297,098 pairs across 59 cell lines. The task is: Regression. Given two drug SMILES strings and cell line genomic features, predict the synergy score measuring deviation from expected non-interaction effect. (1) Drug 1: CN1CCC(CC1)COC2=C(C=C3C(=C2)N=CN=C3NC4=C(C=C(C=C4)Br)F)OC. Drug 2: CCN(CC)CCCC(C)NC1=C2C=C(C=CC2=NC3=C1C=CC(=C3)Cl)OC. Cell line: HT29. Synergy scores: CSS=57.9, Synergy_ZIP=5.56, Synergy_Bliss=5.48, Synergy_Loewe=-1.67, Synergy_HSA=4.27. (2) Drug 1: CC(CN1CC(=O)NC(=O)C1)N2CC(=O)NC(=O)C2. Drug 2: CS(=O)(=O)OCCCCOS(=O)(=O)C. Cell line: LOX IMVI. Synergy scores: CSS=33.8, Synergy_ZIP=-7.37, Synergy_Bliss=0.742, Synergy_Loewe=3.51, Synergy_HSA=4.03. (3) Drug 1: C1CCC(C1)C(CC#N)N2C=C(C=N2)C3=C4C=CNC4=NC=N3. Drug 2: CCC1(CC2CC(C3=C(CCN(C2)C1)C4=CC=CC=C4N3)(C5=C(C=C6C(=C5)C78CCN9C7C(C=CC9)(C(C(C8N6C)(C(=O)OC)O)OC(=O)C)CC)OC)C(=O)OC)O.OS(=O)(=O)O. Cell line: K-562. Synergy scores: CSS=29.4, Synergy_ZIP=-0.236, Synergy_Bliss=3.73, Synergy_Loewe=-35.6, Synergy_HSA=1.57. (4) Drug 1: C1=CN(C=N1)CC(O)(P(=O)(O)O)P(=O)(O)O. Drug 2: C(CCl)NC(=O)N(CCCl)N=O. Cell line: HOP-62. Synergy scores: CSS=0.211, Synergy_ZIP=4.49, Synergy_Bliss=8.72, Synergy_Loewe=1.60, Synergy_HSA=1.86. (5) Synergy scores: CSS=18.4, Synergy_ZIP=-5.74, Synergy_Bliss=-0.433, Synergy_Loewe=0.623, Synergy_HSA=-1.71. Cell line: M14. Drug 1: C1C(C(OC1N2C=C(C(=O)NC2=O)F)CO)O. Drug 2: N.N.Cl[Pt+2]Cl. (6) Drug 1: COC1=NC(=NC2=C1N=CN2C3C(C(C(O3)CO)O)O)N. Drug 2: C1=CC=C(C=C1)NC(=O)CCCCCCC(=O)NO. Cell line: A498. Synergy scores: CSS=5.55, Synergy_ZIP=-2.68, Synergy_Bliss=-1.79, Synergy_Loewe=-17.3, Synergy_HSA=-3.44. (7) Drug 1: CNC(=O)C1=CC=CC=C1SC2=CC3=C(C=C2)C(=NN3)C=CC4=CC=CC=N4. Drug 2: C1CCN(CC1)CCOC2=CC=C(C=C2)C(=O)C3=C(SC4=C3C=CC(=C4)O)C5=CC=C(C=C5)O. Cell line: TK-10. Synergy scores: CSS=2.68, Synergy_ZIP=0.788, Synergy_Bliss=4.26, Synergy_Loewe=2.12, Synergy_HSA=2.94.